The task is: Predict the reaction yield, written as a fraction of the theoretical maximum amount of product (1.0 means a 100% yield; for example, 0.34 means a 34% yield).. This data is from Reaction yield outcomes from USPTO patents with 853,638 reactions. The reactants are [C:1]([O:5][C:6]([N:8]1[CH2:13][CH2:12][N:11]([C:14](=[O:24])[C:15]2[CH:20]=[C:19]([CH2:21][OH:22])[CH:18]=[CH:17][C:16]=2[F:23])[CH2:10][CH2:9]1)=[O:7])([CH3:4])([CH3:3])[CH3:2].[CH3:25][S:26](Cl)(=[O:28])=[O:27]. The catalyst is C(Cl)Cl. The product is [C:1]([O:5][C:6]([N:8]1[CH2:13][CH2:12][N:11]([C:14](=[O:24])[C:15]2[CH:20]=[C:19]([CH2:21][O:22][S:26]([CH3:25])(=[O:28])=[O:27])[CH:18]=[CH:17][C:16]=2[F:23])[CH2:10][CH2:9]1)=[O:7])([CH3:4])([CH3:2])[CH3:3]. The yield is 0.760.